Dataset: Reaction yield outcomes from USPTO patents with 853,638 reactions. Task: Predict the reaction yield, written as a fraction of the theoretical maximum amount of product (1.0 means a 100% yield; for example, 0.34 means a 34% yield). (1) The reactants are [F:1][C:2]([F:15])([F:14])[C:3]1[C:11]([C:12]#[N:13])=[CH:10][CH:9]=[C:8]2[C:4]=1[CH:5]=[CH:6][NH:7]2.C1C(=O)N([Cl:23])C(=O)C1. The catalyst is CN(C=O)C. The product is [Cl:23][C:5]1[C:4]2[C:8](=[CH:9][CH:10]=[C:11]([C:12]#[N:13])[C:3]=2[C:2]([F:14])([F:1])[F:15])[NH:7][CH:6]=1. The yield is 0.820. (2) The reactants are Cl.[CH3:2][NH:3][C:4]1[NH:8][C:7]2[CH:9]=[CH:10][C:11]([C:13]([O:15]C)=[O:14])=[CH:12][C:6]=2[N:5]=1. No catalyst specified. The product is [CH3:2][NH:3][C:4]1[NH:8][C:7]2[CH:9]=[CH:10][C:11]([C:13]([OH:15])=[O:14])=[CH:12][C:6]=2[N:5]=1. The yield is 0.900. (3) The reactants are [CH2:1]([O:8][C:9]1[CH:14]=[CH:13][C:12]([C@@H:15]([OH:34])[CH2:16][NH:17][C:18]([CH3:33])([CH3:32])[CH2:19][CH2:20][N:21]2[CH:25]=[C:24]([C:26]3[CH:31]=[CH:30][CH:29]=[CH:28][CH:27]=3)[N:23]=[CH:22]2)=[CH:11][C:10]=1[N+:35]([O-])=O)[C:2]1[CH:7]=[CH:6][CH:5]=[CH:4][CH:3]=1.[H][H]. The catalyst is O1CCCC1.C1(C)C=CC=CC=1.[Pt](=O)=O. The product is [NH2:35][C:10]1[CH:11]=[C:12]([C@@H:15]([OH:34])[CH2:16][NH:17][C:18]([CH3:32])([CH3:33])[CH2:19][CH2:20][N:21]2[CH:25]=[C:24]([C:26]3[CH:31]=[CH:30][CH:29]=[CH:28][CH:27]=3)[N:23]=[CH:22]2)[CH:13]=[CH:14][C:9]=1[O:8][CH2:1][C:2]1[CH:3]=[CH:4][CH:5]=[CH:6][CH:7]=1. The yield is 0.990. (4) The reactants are [Li]CCCC.[Si]([CH:10]=[N+:11]=[N-:12])(C)(C)C.[O:13]=[C:14]1[N:18]([C:19]([O:21][C:22]([CH3:25])([CH3:24])[CH3:23])=[O:20])[C@H:17]([C:26]([O:28][CH2:29][CH3:30])=[O:27])[CH2:16][CH2:15]1. The catalyst is C1COCC1. The product is [C:22]([O:21][C:19]([NH:18][C@@H:17]([CH2:16][CH2:15][C:14](=[O:13])[CH:10]=[N+:11]=[N-:12])[C:26]([O:28][CH2:29][CH3:30])=[O:27])=[O:20])([CH3:23])([CH3:25])[CH3:24]. The yield is 0.750. (5) The catalyst is C(OCC)(=O)C. The product is [NH:1]=[C:2]1[C:11]([C:12]#[N:13])=[C:10]([C:14]2[CH:19]=[C:18]([O:20][CH3:21])[C:17]([O:22][CH3:23])=[C:16]([Br:24])[CH:15]=2)[C:9]2[C:4](=[CH:5][C:6]([N:37]([CH3:36])[CH3:40])=[CH:7][CH:8]=2)[O:3]1. The reactants are [NH2:1][C:2]1[O:3][C:4]2[C:9]([CH:10]([C:14]3[CH:19]=[C:18]([O:20][CH3:21])[C:17]([O:22][CH3:23])=[C:16]([Br:24])[CH:15]=3)[C:11]=1[C:12]#[N:13])=[CH:8][CH:7]=[CH:6][CH:5]=2.ClC1C(=O)C([C:36]#[N:37])=C(C#N)C(=O)C=1Cl.Cl[CH2:40]Cl. The yield is 0.790. (6) The reactants are [Br:1][C:2]1[CH:7]=[CH:6][C:5]([CH:8]=[CH2:9])=[C:4]([CH3:10])[CH:3]=1.Br[C:12]1C=C(C)C(I)=C(C)C=1.C[Si](C)(C)C=C. No catalyst specified. The product is [Br:1][C:2]1[CH:7]=[C:6]([CH3:12])[C:5]([CH:8]=[CH2:9])=[C:4]([CH3:10])[CH:3]=1. The yield is 0.940. (7) The reactants are [NH2:1][C:2]1[CH:3]=[C:4]([CH:8]=[CH:9][C:10]=1[CH3:11])[C:5]([OH:7])=O.[CH2:12]1[C@H:21]2[C@H:16]([CH2:17][CH2:18][C:19]3[CH:25]=[CH:24][CH:23]=[CH:22][C:20]=32)[NH:15][CH2:14][CH2:13]1.F[P-](F)(F)(F)(F)F.N1(OC(N(C)C)=[N+](C)C)C2N=CC=CC=2N=N1. No catalyst specified. The product is [NH2:1][C:2]1[CH:3]=[C:4]([C:5]([N:15]2[C@@H:16]3[C@@H:21]([C:20]4[CH:22]=[CH:23][CH:24]=[CH:25][C:19]=4[CH2:18][CH2:17]3)[CH2:12][CH2:13][CH2:14]2)=[O:7])[CH:8]=[CH:9][C:10]=1[CH3:11]. The yield is 0.950.